This data is from Full USPTO retrosynthesis dataset with 1.9M reactions from patents (1976-2016). The task is: Predict the reactants needed to synthesize the given product. Given the product [CH3:1][O:2][C:3](=[O:33])[CH2:4][CH2:5][CH2:6][CH2:7][CH2:8][O:9][C:10]1[C:11]([NH:32][S:41]([C:38]2[CH:39]=[CH:40][C:35]([Cl:34])=[CH:36][CH:37]=2)(=[O:43])=[O:42])=[CH:12][C:13]2[N:17]=[C:16]([C:18]3[CH:23]=[CH:22][CH:21]=[CH:20][CH:19]=3)[N:15]([C:24]3[CH:25]=[CH:26][C:27]([CH3:30])=[CH:28][CH:29]=3)[C:14]=2[CH:31]=1, predict the reactants needed to synthesize it. The reactants are: [CH3:1][O:2][C:3](=[O:33])[CH2:4][CH2:5][CH2:6][CH2:7][CH2:8][O:9][C:10]1[C:11]([NH2:32])=[CH:12][C:13]2[N:17]=[C:16]([C:18]3[CH:23]=[CH:22][CH:21]=[CH:20][CH:19]=3)[N:15]([C:24]3[CH:29]=[CH:28][C:27]([CH3:30])=[CH:26][CH:25]=3)[C:14]=2[CH:31]=1.[Cl:34][C:35]1[CH:40]=[CH:39][C:38]([S:41](Cl)(=[O:43])=[O:42])=[CH:37][CH:36]=1.